Dataset: Reaction yield outcomes from USPTO patents with 853,638 reactions. Task: Predict the reaction yield, written as a fraction of the theoretical maximum amount of product (1.0 means a 100% yield; for example, 0.34 means a 34% yield). (1) The reactants are C([O:4][CH2:5][C@@:6]([NH:42]C(=O)C)([CH3:41])[CH2:7][CH2:8][C:9]1[N:10]([CH3:40])[C:11]([C:14]([O:26]C(=O)CCCC2C=CC(C)=C(C)C=2)=[CH:15][CH2:16][CH2:17][C:18]2[CH:23]=[CH:22][C:21]([CH3:24])=[C:20]([CH3:25])[CH:19]=2)=[CH:12][CH:13]=1)(=O)C.O.[OH-].[Li+].C(Cl)Cl. The catalyst is O1CCCC1.CO.O. The product is [NH2:42][C@:6]([CH3:41])([CH2:7][CH2:8][C:9]1[N:10]([CH3:40])[C:11]([C:14](=[O:26])[CH2:15][CH2:16][CH2:17][C:18]2[CH:23]=[CH:22][C:21]([CH3:24])=[C:20]([CH3:25])[CH:19]=2)=[CH:12][CH:13]=1)[CH2:5][OH:4]. The yield is 0.770. (2) The reactants are [C:1]([C:3]1[CH:4]=[C:5]([CH:10]=[CH:11][C:12]=1[O:13][CH:14]([CH3:16])[CH3:15])[C:6]([O:8]C)=[O:7])#[N:2].[OH-].[Na+]. The catalyst is C(O)C.C1COCC1. The product is [C:1]([C:3]1[CH:4]=[C:5]([CH:10]=[CH:11][C:12]=1[O:13][CH:14]([CH3:16])[CH3:15])[C:6]([OH:8])=[O:7])#[N:2]. The yield is 0.920. (3) The reactants are I[C:2]1[C:10]2[C:5](=[N:6][CH:7]=[CH:8][CH:9]=2)[N:4]([Si:11]([CH:18]([CH3:20])[CH3:19])([CH:15]([CH3:17])[CH3:16])[CH:12]([CH3:14])[CH3:13])[CH:3]=1.C([Mg]Cl)(C)C.[CH2:26]([O:28][C:29]1[C:36]([O:37][CH2:38][C:39]2[CH:44]=[CH:43][CH:42]=[CH:41][CH:40]=2)=[CH:35][CH:34]=[CH:33][C:30]=1[CH:31]=[O:32])[CH3:27].O. The catalyst is O1CCCC1. The product is [CH2:38]([O:37][C:36]1[C:29]([O:28][CH2:26][CH3:27])=[C:30]([CH:31]([C:2]2[C:10]3[C:5](=[N:6][CH:7]=[CH:8][CH:9]=3)[N:4]([Si:11]([CH:18]([CH3:20])[CH3:19])([CH:15]([CH3:17])[CH3:16])[CH:12]([CH3:14])[CH3:13])[CH:3]=2)[OH:32])[CH:33]=[CH:34][CH:35]=1)[C:39]1[CH:40]=[CH:41][CH:42]=[CH:43][CH:44]=1. The yield is 0.139. (4) The reactants are CO[C:3](=[O:23])[C:4]1[CH:9]=[CH:8][C:7]([O:10][CH2:11][C:12]2[C:13]([C:17]3[CH:22]=[CH:21][CH:20]=[CH:19][CH:18]=3)=[N:14][O:15][CH:16]=2)=[N:6][CH:5]=1.[NH2:24][CH:25]1[CH2:30][CH2:29][O:28][CH2:27][CH2:26]1. No catalyst specified. The product is [C:17]1([C:13]2[C:12]([CH2:11][O:10][C:7]3[CH:8]=[CH:9][C:4]([C:3]([NH:24][CH:25]4[CH2:30][CH2:29][O:28][CH2:27][CH2:26]4)=[O:23])=[CH:5][N:6]=3)=[CH:16][O:15][N:14]=2)[CH:18]=[CH:19][CH:20]=[CH:21][CH:22]=1. The yield is 0.730. (5) The reactants are [CH3:1][O:2][C:3](=[O:9])[C@@H:4]([NH2:8])[CH:5]([CH3:7])[CH3:6].[F:10][C:11]([F:17])([F:16])[CH:12](OC)O. The catalyst is C1(C)C=CC=CC=1.O.C1(C)C=CC(S(O)(=O)=O)=CC=1. The product is [CH3:1][O:2][C:3](=[O:9])[C@@H:4]([N:8]=[CH:12][C:11]([F:17])([F:16])[F:10])[CH:5]([CH3:7])[CH3:6]. The yield is 0.560. (6) The reactants are [CH3:1][O:2][C:3]1[CH:8]=[CH:7][CH:6]=[CH:5][C:4]=1[C:9]1[C:17]2[C:12](=[N:13][CH:14]=[C:15](B3OC(C)(C)C(C)(C)O3)[CH:16]=2)[N:11]([S:27]([C:30]2[CH:35]=[CH:34][C:33]([CH3:36])=[CH:32][CH:31]=2)(=[O:29])=[O:28])[CH:10]=1.[NH2:37][C:38]1[C:46]([F:47])=[CH:45][C:44](I)=[CH:43][C:39]=1[C:40]([OH:42])=[O:41].C(=O)(O)[O-].[Na+]. The catalyst is C1C=CC([PH+]([C]2[CH][CH][CH][CH]2)C2C=CC=CC=2)=CC=1.C1C=CC([PH+]([C]2[CH][CH][CH][CH]2)C2C=CC=CC=2)=CC=1.C(Cl)Cl.Cl[Pd]Cl.[Fe].C(#N)C. The product is [NH2:37][C:38]1[C:46]([F:47])=[CH:45][C:44]([C:15]2[CH:16]=[C:17]3[C:9]([C:4]4[CH:5]=[CH:6][CH:7]=[CH:8][C:3]=4[O:2][CH3:1])=[CH:10][N:11]([S:27]([C:30]4[CH:35]=[CH:34][C:33]([CH3:36])=[CH:32][CH:31]=4)(=[O:28])=[O:29])[C:12]3=[N:13][CH:14]=2)=[CH:43][C:39]=1[C:40]([OH:42])=[O:41]. The yield is 0.780. (7) The reactants are [Br:1][C:2]1[CH:3]=[C:4]2[C:8](=[CH:9][CH:10]=1)[C:7](=O)[NH:6][C:5]2=O.B(F)(F)F.CCOCC.Cl.O. The catalyst is C1COCC1. The product is [Br:1][C:2]1[CH:3]=[C:4]2[C:8](=[CH:9][CH:10]=1)[CH2:7][NH:6][CH2:5]2. The yield is 0.680. (8) The reactants are C(O[C:4](=[O:20])[C:5](=[CH:11][NH:12][C:13]1[CH:14]=[N:15][C:16]([CH3:19])=[CH:17][CH:18]=1)[C:6]([O:8][CH2:9][CH3:10])=[O:7])C. The catalyst is C1(OC2C=CC=CC=2)C=CC=CC=1. The product is [CH2:9]([O:8][C:6]([C:5]1[CH:11]=[N:12][C:13]2[C:14]([C:4]=1[OH:20])=[N:15][C:16]([CH3:19])=[CH:17][CH:18]=2)=[O:7])[CH3:10]. The yield is 0.420. (9) The reactants are [CH2:1]([NH:4][C:5]1[C:9]2[CH:10]=[CH:11][CH:12]=[CH:13][C:8]=2[S:7][C:6]=1[C:14]([N:16]1[CH2:22][C:21]2[CH:23]=[CH:24][C:25]([C:27]([O:29]C)=O)=[CH:26][C:20]=2[O:19][CH2:18][CH2:17]1)=[O:15])[CH2:2][CH3:3].[OH-:31].[Na+].[NH2:33]O. The catalyst is CO.C1COCC1. The product is [OH:31][NH:33][C:27]([C:25]1[CH:24]=[CH:23][C:21]2[CH2:22][N:16]([C:14]([C:6]3[S:7][C:8]4[CH:13]=[CH:12][CH:11]=[CH:10][C:9]=4[C:5]=3[NH:4][CH2:1][CH2:2][CH3:3])=[O:15])[CH2:17][CH2:18][O:19][C:20]=2[CH:26]=1)=[O:29]. The yield is 0.480. (10) The reactants are [Br:1][C:2]1[CH:3]=[CH:4][C:5]([O:13][CH3:14])=[C:6]([C@H:8]([CH3:12])[C:9](O)=[O:10])[CH:7]=1.B.C1COCC1. The catalyst is C1COCC1. The product is [Br:1][C:2]1[CH:3]=[CH:4][C:5]([O:13][CH3:14])=[C:6]([C@H:8]([CH3:12])[CH2:9][OH:10])[CH:7]=1. The yield is 0.970.